Dataset: Catalyst prediction with 721,799 reactions and 888 catalyst types from USPTO. Task: Predict which catalyst facilitates the given reaction. (1) Reactant: [Cl:1][C:2]1[CH:3]=[C:4]([NH:9][C:10]([C:12]2[C:21]3[C:16](=[CH:17][C:18]([O:22][C:23]4[CH:24]=[N:25][C:26]([O:29]C)=[CH:27][CH:28]=4)=[CH:19][CH:20]=3)[CH:15]=[CH:14][CH:13]=2)=[O:11])[CH:5]=[CH:6][C:7]=1[F:8].C[Si](I)(C)C.CO. Product: [Cl:1][C:2]1[CH:3]=[C:4]([NH:9][C:10]([C:12]2[C:21]3[C:16](=[CH:17][C:18]([O:22][C:23]4[CH:28]=[CH:27][C:26](=[O:29])[NH:25][CH:24]=4)=[CH:19][CH:20]=3)[CH:15]=[CH:14][CH:13]=2)=[O:11])[CH:5]=[CH:6][C:7]=1[F:8]. The catalyst class is: 22. (2) Reactant: [Br:1][C:2]1[CH:3]=[C:4]([NH2:16])[C:5]([C:8]2[CH:13]=[CH:12][CH:11]=[CH:10][C:9]=2[O:14][CH3:15])=[N:6][CH:7]=1.[H-].[Na+].Cl[C:20]1[C:29]2[C:24](=[CH:25][C:26]([F:31])=[CH:27][C:28]=2[F:30])[N:23]=[C:22]([C:32]2[CH:37]=[CH:36][CH:35]=[CH:34][N:33]=2)[C:21]=1[CH3:38].C(=O)([O-])[O-].[Na+].[Na+]. Product: [Br:1][C:2]1[CH:3]=[C:4]([NH:16][C:20]2[C:29]3[C:24](=[CH:25][C:26]([F:31])=[CH:27][C:28]=3[F:30])[N:23]=[C:22]([C:32]3[CH:37]=[CH:36][CH:35]=[CH:34][N:33]=3)[C:21]=2[CH3:38])[C:5]([C:8]2[CH:13]=[CH:12][CH:11]=[CH:10][C:9]=2[O:14][CH3:15])=[N:6][CH:7]=1. The catalyst class is: 3.